Dataset: Peptide-MHC class II binding affinity with 134,281 pairs from IEDB. Task: Regression. Given a peptide amino acid sequence and an MHC pseudo amino acid sequence, predict their binding affinity value. This is MHC class II binding data. The peptide sequence is FKAAVAAAAGAPPAD. The MHC is DRB5_0101 with pseudo-sequence DRB5_0101. The binding affinity (normalized) is 0.543.